Dataset: Reaction yield outcomes from USPTO patents with 853,638 reactions. Task: Predict the reaction yield, written as a fraction of the theoretical maximum amount of product (1.0 means a 100% yield; for example, 0.34 means a 34% yield). The catalyst is C(O)(=O)C.[Fe]. The product is [NH2:1][C:2]1[N:3]=[CH:4][C:5]2[NH:26][C:10](=[O:12])[C@H:9]([CH3:14])[N:8]([CH2:15][C:16]3[C:21]([CH3:22])=[C:20]([O:23][CH3:24])[C:19]([CH3:25])=[CH:18][N:17]=3)[C:6]=2[N:7]=1. The yield is 0.840. The reactants are [NH2:1][C:2]1[N:7]=[C:6]([N:8]([CH2:15][C:16]2[C:21]([CH3:22])=[C:20]([O:23][CH3:24])[C:19]([CH3:25])=[CH:18][N:17]=2)[C@@H:9]([CH3:14])[C:10]([O:12]C)=O)[C:5]([N+:26]([O-])=O)=[CH:4][N:3]=1.